This data is from Full USPTO retrosynthesis dataset with 1.9M reactions from patents (1976-2016). The task is: Predict the reactants needed to synthesize the given product. (1) Given the product [C:1]([O:5][C:6]([N:8]1[CH2:17][CH:16]([O:18][CH3:26])[C:15]2[C:10](=[CH:11][CH:12]=[C:13]([O:19][CH2:20][CH:21]3[CH2:22][CH2:23]3)[CH:14]=2)[CH2:9]1)=[O:7])([CH3:4])([CH3:2])[CH3:3], predict the reactants needed to synthesize it. The reactants are: [C:1]([O:5][C:6]([N:8]1[CH2:17][CH:16]([OH:18])[C:15]2[C:10](=[CH:11][CH:12]=[C:13]([O:19][CH2:20][CH:21]3[CH2:23][CH2:22]3)[CH:14]=2)[CH2:9]1)=[O:7])([CH3:4])([CH3:3])[CH3:2].[H-].[Na+].[CH3:26]I. (2) The reactants are: [NH:1]1[CH2:6][CH2:5][NH:4][CH2:3][CH2:2]1.Cl[C:8]1[CH:17]=[CH:16][C:15]2[C:10](=[CH:11][CH:12]=[CH:13][CH:14]=2)[N:9]=1.C(=O)([O-])O.[Na+]. Given the product [N:1]1([C:8]2[CH:17]=[CH:16][C:15]3[C:10](=[CH:11][CH:12]=[CH:13][CH:14]=3)[N:9]=2)[CH2:6][CH2:5][NH:4][CH2:3][CH2:2]1, predict the reactants needed to synthesize it. (3) Given the product [Cl:14][C:15]1[CH:36]=[C:35]([O:37][CH2:38][CH:39]=[C:40]([Cl:42])[Cl:41])[CH:34]=[C:33]([Cl:43])[C:16]=1[O:17][CH2:18][CH2:19][CH2:20][O:21][C:22]1[CH:27]=[CH:26][C:25]([C:28]#[C:29][CH:30]([O:32][CH3:5])[CH2:31][O:2][CH3:1])=[CH:24][CH:23]=1, predict the reactants needed to synthesize it. The reactants are: [CH3:1][O:2]CCl.[CH2:5](N(C(C)C)C(C)C)C.[Cl:14][C:15]1[CH:36]=[C:35]([O:37][CH2:38][CH:39]=[C:40]([Cl:42])[Cl:41])[CH:34]=[C:33]([Cl:43])[C:16]=1[O:17][CH2:18][CH2:19][CH2:20][O:21][C:22]1[CH:27]=[CH:26][C:25]([C:28]#[C:29][CH:30]([OH:32])[CH3:31])=[CH:24][CH:23]=1. (4) Given the product [CH3:1][S:2]([C:5]1[CH:6]=[CH:7][C:8]([N:14]2[CH2:19][CH2:18][O:17][CH2:16][CH2:15]2)=[C:9]([C:10]([N:29]2[CH2:30][CH2:31][CH:27]([O:26][C:25]3[CH:24]=[CH:23][C:22]([C:21]([F:20])([F:35])[F:34])=[CH:33][CH:32]=3)[CH2:28]2)=[O:12])[CH:13]=1)(=[O:3])=[O:4], predict the reactants needed to synthesize it. The reactants are: [CH3:1][S:2]([C:5]1[CH:6]=[CH:7][C:8]([N:14]2[CH2:19][CH2:18][O:17][CH2:16][CH2:15]2)=[C:9]([CH:13]=1)[C:10]([OH:12])=O)(=[O:4])=[O:3].[F:20][C:21]([F:35])([F:34])[C:22]1[CH:33]=[CH:32][C:25]([O:26][CH:27]2[CH2:31][CH2:30][NH:29][CH2:28]2)=[CH:24][CH:23]=1. (5) Given the product [Br:2][CH2:3][CH2:4][CH2:5][NH:6][C:19](=[O:20])[O:18][C:14]([CH3:17])([CH3:16])[CH3:15], predict the reactants needed to synthesize it. The reactants are: Br.[Br:2][CH2:3][CH2:4][CH2:5][NH2:6].C(N(CC)CC)C.[C:14]([O:18][C:19](O[C:19]([O:18][C:14]([CH3:17])([CH3:16])[CH3:15])=[O:20])=[O:20])([CH3:17])([CH3:16])[CH3:15].